This data is from Full USPTO retrosynthesis dataset with 1.9M reactions from patents (1976-2016). The task is: Predict the reactants needed to synthesize the given product. Given the product [CH3:16][N:14]([CH2:13][C:5]1[CH:6]=[C:7]([CH:8]=[CH:9][C:4]=1[F:3])[NH2:10])[CH3:15], predict the reactants needed to synthesize it. The reactants are: [NH4+].[Cl-].[F:3][C:4]1[CH:9]=[CH:8][C:7]([N+:10]([O-])=O)=[CH:6][C:5]=1[CH2:13][N:14]([CH3:16])[CH3:15].